This data is from Catalyst prediction with 721,799 reactions and 888 catalyst types from USPTO. The task is: Predict which catalyst facilitates the given reaction. (1) Reactant: [F:1][C:2]([F:15])([F:14])[C:3]([NH:5][CH2:6][C:7]([O:9][CH2:10][C:11]#[C:12][CH3:13])=[O:8])=[O:4].[H][H]. Product: [F:1][C:2]([F:14])([F:15])[C:3]([NH:5][CH2:6][C:7]([O:9][CH2:10]/[CH:11]=[CH:12]\[CH3:13])=[O:8])=[O:4]. The catalyst class is: 5. (2) Reactant: [F:1][C:2]([F:45])([F:44])[C:3]1[CH:4]=[C:5]([CH:37]=[C:38]([C:40]([F:43])([F:42])[F:41])[CH:39]=1)[CH2:6][N:7]([CH2:23][C:24]1[CH:29]=[C:28]([C:30]([F:33])([F:32])[F:31])[CH:27]=[CH:26][C:25]=1[NH:34][CH2:35][CH3:36])[C:8]1[N:13]=[CH:12][C:11]([O:14][CH2:15][CH2:16][CH2:17][C:18]([O:20][CH2:21][CH3:22])=[O:19])=[CH:10][N:9]=1.N1C=CC=CC=1.[C:52](Cl)(=[O:56])[O:53][CH2:54][CH3:55]. Product: [F:43][C:40]([F:41])([F:42])[C:38]1[CH:37]=[C:5]([CH:4]=[C:3]([C:2]([F:1])([F:44])[F:45])[CH:39]=1)[CH2:6][N:7]([CH2:23][C:24]1[CH:29]=[C:28]([C:30]([F:33])([F:32])[F:31])[CH:27]=[CH:26][C:25]=1[N:34]([C:52]([O:53][CH2:54][CH3:55])=[O:56])[CH2:35][CH3:36])[C:8]1[N:9]=[CH:10][C:11]([O:14][CH2:15][CH2:16][CH2:17][C:18]([O:20][CH2:21][CH3:22])=[O:19])=[CH:12][N:13]=1. The catalyst class is: 2. (3) Reactant: [CH3:1][O:2][C:3]1[CH:22]=[CH:21][C:6]([CH2:7][N:8]([C:16]2[N:17]=[CH:18][S:19][CH:20]=2)C(=O)OC(C)(C)C)=[CH:5][CH:4]=1.[Al](Cl)(C)C. Product: [CH3:1][O:2][C:3]1[CH:4]=[CH:5][C:6]([CH2:7][NH:8][C:16]2[N:17]=[CH:18][S:19][CH:20]=2)=[CH:21][CH:22]=1. The catalyst class is: 1. (4) Reactant: [C:1]([C:5]1[CH:6]=[C:7]([NH:13][C:14]([NH:16][CH2:17][C:18]2[CH:23]=[CH:22][C:21]([C:24]3[N:28]4[CH:29]=[CH:30][C:31]([C:33]5[CH:38]=[CH:37][C:36]([S:39]([CH3:42])(=[O:41])=[O:40])=[CH:35][CH:34]=5)=[CH:32][C:27]4=[N:26][CH:25]=3)=[CH:20][CH:19]=2)=[O:15])[N:8]([CH2:10][CH2:11][OH:12])[N:9]=1)([CH3:4])([CH3:3])[CH3:2].C(N(CC)CC)C.[CH3:50][S:51](Cl)(=[O:53])=[O:52]. Product: [C:1]([C:5]1[CH:6]=[C:7]([NH:13][C:14]([NH:16][CH2:17][C:18]2[CH:19]=[CH:20][C:21]([C:24]3[N:28]4[CH:29]=[CH:30][C:31]([C:33]5[CH:34]=[CH:35][C:36]([S:39]([CH3:42])(=[O:40])=[O:41])=[CH:37][CH:38]=5)=[CH:32][C:27]4=[N:26][CH:25]=3)=[CH:22][CH:23]=2)=[O:15])[N:8]([CH2:10][CH2:11][O:12][S:51]([CH3:50])(=[O:53])=[O:52])[N:9]=1)([CH3:4])([CH3:2])[CH3:3]. The catalyst class is: 2.